Dataset: Catalyst prediction with 721,799 reactions and 888 catalyst types from USPTO. Task: Predict which catalyst facilitates the given reaction. (1) The catalyst class is: 2. Product: [N:12]([CH2:15][C@H:16]1[O:20][C:19](=[O:21])[N:18]([C:22]2[CH:27]=[CH:26][C:25]([S:28]([CH3:29])=[O:6])=[C:24]([F:30])[CH:23]=2)[CH2:17]1)=[N+:13]=[N-:14]. Reactant: ClC1C=C(C=CC=1)C(OO)=[O:6].[N:12]([CH2:15][C@H:16]1[O:20][C:19](=[O:21])[N:18]([C:22]2[CH:27]=[CH:26][C:25]([S:28][CH3:29])=[C:24]([F:30])[CH:23]=2)[CH2:17]1)=[N+:13]=[N-:14]. (2) Product: [NH2:1][C:2]1[C:3]([Br:13])=[C:4]2[C:9](=[CH:10][CH:11]=1)[C:8](=[O:12])[CH2:7][CH2:6][CH2:5]2. Reactant: [NH2:1][C:2]1[CH:3]=[C:4]2[C:9](=[CH:10][CH:11]=1)[C:8](=[O:12])[CH2:7][CH2:6][CH2:5]2.[Br:13]N1C(=O)CCC1=O. The catalyst class is: 2. (3) Reactant: [CH3:1][N:2]1[C:10]([CH3:11])=[C:9]2[C:4]([CH:5]=[C:6]([NH:12][C:13]3[N:18]=[C:17]([NH:19][CH:20]4[CH2:37][CH2:36][C:23]5([CH2:28][CH2:27][N:26](C(OC(C)(C)C)=O)[CH2:25][CH2:24]5)[CH2:22][CH2:21]4)[C:16]([CH3:38])=[CH:15][N:14]=3)[CH:7]=[CH:8]2)=[N:3]1.Cl. Product: [CH3:1][N:2]1[C:10]([CH3:11])=[C:9]2[C:4]([CH:5]=[C:6]([NH:12][C:13]3[N:18]=[C:17]([NH:19][CH:20]4[CH2:37][CH2:36][C:23]5([CH2:28][CH2:27][NH:26][CH2:25][CH2:24]5)[CH2:22][CH2:21]4)[C:16]([CH3:38])=[CH:15][N:14]=3)[CH:7]=[CH:8]2)=[N:3]1. The catalyst class is: 13. (4) Reactant: C(=O)([O-])[O-].[K+].[K+].[Cl:7][C:8]1[CH:13]=[CH:12][C:11]([C:14]2[N:15]([CH2:20][C:21]3[CH:26]=[CH:25][C:24]([O:27][CH3:28])=[CH:23][CH:22]=3)[C:16](=[O:19])[NH:17][N:18]=2)=[CH:10][CH:9]=1.Cl[CH2:30][C:31]([O:33][CH2:34][CH3:35])=[O:32]. Product: [CH2:34]([O:33][C:31](=[O:32])[CH2:30][N:17]1[C:16](=[O:19])[N:15]([CH2:20][C:21]2[CH:26]=[CH:25][C:24]([O:27][CH3:28])=[CH:23][CH:22]=2)[C:14]([C:11]2[CH:12]=[CH:13][C:8]([Cl:7])=[CH:9][CH:10]=2)=[N:18]1)[CH3:35]. The catalyst class is: 10. (5) Reactant: [Cl:1][C:2]1[CH:3]=[C:4]([C:9]2([C:13](=[O:21])[CH2:14][N:15]3[CH2:20][CH2:19][CH2:18][CH2:17][CH2:16]3)[CH2:12][CH2:11][CH2:10]2)[CH:5]=[CH:6][C:7]=1[Cl:8].[CH3:22][Mg]Br. Product: [Cl:1][C:2]1[CH:3]=[C:4]([C:9]2([C:13]([OH:21])([CH3:22])[CH2:14][N:15]3[CH2:16][CH2:17][CH2:18][CH2:19][CH2:20]3)[CH2:10][CH2:11][CH2:12]2)[CH:5]=[CH:6][C:7]=1[Cl:8]. The catalyst class is: 1. (6) Reactant: [Cl:1][C:2]1[CH:7]=[CH:6][C:5]([C:8]2[C:14]3[CH:15]=[CH:16][CH:17]=[CH:18][C:13]=3[N:12]3[C:19]([CH3:22])=[N:20][N:21]=[C:11]3[CH:10]([CH2:23][C:24](O)=[O:25])[CH:9]=2)=[CH:4][CH:3]=1.CN(C(ON1N=NC2C=CC=NC1=2)=[N+](C)C)C.F[P-](F)(F)(F)(F)F.C(N(CC)CC)C.[CH2:58]1[CH:65]2[NH:66][CH:60]([CH2:61][C:62]([CH2:64]2)=[O:63])[CH2:59]1.Cl. Product: [Cl:1][C:2]1[CH:7]=[CH:6][C:5]([C:8]2[C:14]3[CH:15]=[CH:16][CH:17]=[CH:18][C:13]=3[N:12]3[C:19]([CH3:22])=[N:20][N:21]=[C:11]3[CH:10]([CH2:23][C:24]([C:65]34[NH:66][CH:60]([CH2:59][CH2:58]3)[CH2:61][C:62](=[O:63])[CH2:64]4)=[O:25])[CH:9]=2)=[CH:4][CH:3]=1. The catalyst class is: 3. (7) Reactant: [C:1]([O:5][C:6]([CH3:9])([CH3:8])[CH3:7])(=[O:4])[CH:2]=[CH2:3].[CH:10]([N:12]1CCC[C:13]1=O)=[CH2:11].C(OS([O-])(=O)=O)CCCCCCCCCCC.[Na+].[Na+].C(S([O-])(=O)=O)=C.CCOCC.S(OOS([O-])(=O)=O)([O-])(=O)=O.[Na+].[Na+].C(=O)(O)[O-].[Na+].S(=O)(=O)(O)[O-].[Na+]. Product: [C:6]([O:5][C:1](=[O:4])[CH:2]=[CH2:3])([CH3:9])([CH3:8])[CH3:7].[CH:10]([N:12]1[CH2:13][CH2:3][CH2:2][C:1]1=[O:5])=[CH2:11]. The catalyst class is: 6. (8) Reactant: [NH2:1][C:2]1[CH:7]=[CH:6][CH:5]=[CH:4][C:3]=1[CH2:8][CH2:9][OH:10].[F:11][C:12]([F:31])([F:30])[O:13][C:14]1[CH:15]=[C:16]([NH:20][C:21](=O)[O:22]C2C=CC=CC=2)[CH:17]=[CH:18][CH:19]=1. Product: [OH:10][CH2:9][CH2:8][C:3]1[CH:4]=[CH:5][CH:6]=[CH:7][C:2]=1[NH:1][C:21]([NH:20][C:16]1[CH:17]=[CH:18][CH:19]=[C:14]([O:13][C:12]([F:11])([F:30])[F:31])[CH:15]=1)=[O:22]. The catalyst class is: 197.